Predict the product of the given reaction. From a dataset of Forward reaction prediction with 1.9M reactions from USPTO patents (1976-2016). (1) Given the reactants [F:1][C:2]1[C:7]([F:8])=[C:6]([OH:9])[CH:5]=[CH:4][C:3]=1[C:10]1[CH:15]=[CH:14][C:13]([CH2:16][CH2:17][CH3:18])=[CH:12][CH:11]=1.[CH2:28]1[CH2:33][CH2:32][CH:31](N=C=N[CH:28]2[CH2:33][CH2:32][CH2:31][CH2:30][CH2:29]2)[CH2:30][CH2:29]1.[OH2:34], predict the reaction product. The product is: [F:1][C:2]1[C:7]([F:8])=[C:6]([O:9][C:10](=[O:34])[C:3]2[CH:2]=[CH:7][C:6]([C@H:28]3[CH2:29][CH2:30][C@H:31]([CH2:11][CH2:12][CH2:13][CH2:14][CH3:15])[CH2:32][CH2:33]3)=[CH:5][CH:4]=2)[CH:5]=[CH:4][C:3]=1[C:10]1[CH:15]=[CH:14][C:13]([CH2:16][CH2:17][CH3:18])=[CH:12][CH:11]=1. (2) The product is: [F:33][C:34]([F:54])([F:53])[S:35]([O:17][C:14]1[CH:15]=[C:16]2[C:11]([C:10]([C:18](=[O:19])[NH:20][CH2:21][C:22]3[CH:27]=[CH:26][C:25]([F:28])=[C:24]([F:29])[CH:23]=3)=[C:9]([CH:30]([CH3:32])[CH3:31])[N:8]2[CH2:1][C:2]2[CH:7]=[CH:6][CH:5]=[CH:4][CH:3]=2)=[CH:12][CH:13]=1)(=[O:37])=[O:36]. Given the reactants [CH2:1]([N:8]1[C:16]2[C:11](=[CH:12][CH:13]=[C:14]([OH:17])[CH:15]=2)[C:10]([C:18]([NH:20][CH2:21][C:22]2[CH:27]=[CH:26][C:25]([F:28])=[C:24]([F:29])[CH:23]=2)=[O:19])=[C:9]1[CH:30]([CH3:32])[CH3:31])[C:2]1[CH:7]=[CH:6][CH:5]=[CH:4][CH:3]=1.[F:33][C:34]([F:54])([F:53])[S:35](N(C1C=CC(Cl)=CN=1)[S:35]([C:34]([F:54])([F:53])[F:33])(=[O:37])=[O:36])(=[O:37])=[O:36], predict the reaction product. (3) Given the reactants [CH3:1][N:2]1[CH2:15][CH2:14][C:5]2[NH:6][C:7]3[CH:8]=[CH:9][C:10]([CH3:13])=[CH:11][C:12]=3[C:4]=2[CH2:3]1.[OH-].[K+].Br[CH2:19][CH2:20][C:21]1[CH:26]=[CH:25][C:24]([O:27][C:28]([CH3:31])([CH3:30])[CH3:29])=[CH:23][CH:22]=1, predict the reaction product. The product is: [C:28]([O:27][C:24]1[CH:23]=[CH:22][C:21]([CH2:20][CH2:19][CH:3]2[C:4]3[C:12]4[CH:11]=[C:10]([CH3:13])[CH:9]=[CH:8][C:7]=4[NH:6][C:5]=3[CH2:14][CH2:15][N:2]2[CH3:1])=[CH:26][CH:25]=1)([CH3:30])([CH3:29])[CH3:31]. (4) Given the reactants [CH3:1][CH:2]([CH3:16])[CH2:3][NH:4][C:5]1[C:14]2[C:9](=[CH:10][CH:11]=[CH:12][CH:13]=2)[N:8]=[CH:7][C:6]=1[NH2:15].[CH3:17][C:18]1([CH2:23][CH2:24][C:25](O)=[O:26])[O:22][CH2:21][CH2:20][O:19]1.CN1CCOCC1.Cl.CN(C)CCCN=C=NCC.C(=O)(O)[O-].[Na+], predict the reaction product. The product is: [CH3:1][CH:2]([CH3:16])[CH2:3][NH:4][C:5]1[C:14]2[C:9](=[CH:10][CH:11]=[CH:12][CH:13]=2)[N:8]=[CH:7][C:6]=1[NH:15][C:25](=[O:26])[CH2:24][CH2:23][C:18]1([CH3:17])[O:22][CH2:21][CH2:20][O:19]1. (5) Given the reactants [Br:1][C:2]1[C:7]([O:8][CH3:9])=[CH:6][C:5]([C:10](=[O:12])[CH3:11])=[CH:4][C:3]=1[O:13][CH3:14].[Br:15]Br.C([O-])(O)=O.[Na+], predict the reaction product. The product is: [Br:15][CH2:11][C:10]([C:5]1[CH:6]=[C:7]([O:8][CH3:9])[C:2]([Br:1])=[C:3]([O:13][CH3:14])[CH:4]=1)=[O:12].